This data is from Full USPTO retrosynthesis dataset with 1.9M reactions from patents (1976-2016). The task is: Predict the reactants needed to synthesize the given product. (1) Given the product [CH3:9][O:8][C:5]1[CH:6]=[CH:7][C:2]([B:16]([OH:21])[OH:17])=[C:3]([CH3:10])[CH:4]=1, predict the reactants needed to synthesize it. The reactants are: Br[C:2]1[CH:7]=[CH:6][C:5]([O:8][CH3:9])=[CH:4][C:3]=1[CH3:10].C([Li])CCC.[B:16](OC(C)C)([O:21]C(C)C)[O:17]C(C)C. (2) Given the product [CH:1]1([CH2:6][CH:7]([N:11]2[C:16](=[O:17])[CH:15]=[CH:14][CH:13]=[N:12]2)[C:8]([NH:24][C:21]2[CH:22]=[CH:23][N:19]([CH3:18])[N:20]=2)=[O:10])[CH2:2][CH2:3][CH2:4][CH2:5]1, predict the reactants needed to synthesize it. The reactants are: [CH:1]1([CH2:6][CH:7]([N:11]2[C:16](=[O:17])[CH:15]=[CH:14][CH:13]=[N:12]2)[C:8]([OH:10])=O)[CH2:5][CH2:4][CH2:3][CH2:2]1.[CH3:18][N:19]1[CH:23]=[CH:22][C:21]([NH2:24])=[N:20]1. (3) Given the product [OH:16][C:15]1[C:14]([C:13]([F:22])([F:21])[F:12])=[N:11][C:10]2[C:2]([N:1]=1)=[CH:3][C:4]([C:5]([OH:7])=[O:6])=[CH:8][CH:9]=2, predict the reactants needed to synthesize it. The reactants are: [NH2:1][C:2]1[CH:3]=[C:4]([CH:8]=[CH:9][C:10]=1[NH2:11])[C:5]([OH:7])=[O:6].[F:12][C:13]([F:22])([F:21])[C:14](=O)[C:15](OCC)=[O:16]. (4) Given the product [OH:34][CH2:33][C:32]1[C:31]([N:35]2[C:47](=[O:48])[C:39]3=[CH:40][N:41]4[C:46]([CH2:45][CH2:44][CH2:43][CH2:42]4)=[C:38]3[CH:37]=[N:36]2)=[N:30][CH:29]=[CH:28][C:27]=1[C:4]1[CH:5]=[C:6]([NH:9][C:10]2[CH:15]=[CH:14][C:13]([N:16]3[CH2:21][CH2:20][N:19]([CH:22]4[CH2:23][O:24][CH2:25]4)[CH2:18][C@@H:17]3[CH3:26])=[CH:12][N:11]=2)[C:7](=[O:8])[N:2]([CH3:1])[CH:3]=1, predict the reactants needed to synthesize it. The reactants are: [CH3:1][N:2]1[C:7](=[O:8])[C:6]([NH:9][C:10]2[CH:15]=[CH:14][C:13]([N:16]3[CH2:21][CH2:20][N:19]([CH:22]4[CH2:25][O:24][CH2:23]4)[CH2:18][C@@H:17]3[CH3:26])=[CH:12][N:11]=2)=[CH:5][C:4]([C:27]2[C:32]([CH:33]=[O:34])=[C:31]([N:35]3[C:47](=[O:48])[C:39]4=[CH:40][N:41]5[C:46]([CH2:45][CH2:44][CH2:43][CH2:42]5)=[C:38]4[CH:37]=[N:36]3)[N:30]=[CH:29][CH:28]=2)=[CH:3]1.[BH4-].[Na+]. (5) Given the product [CH3:1][O:2][CH:3]([O:19][CH3:20])[C@@:4]1([CH3:18])[C@H:9]([OH:10])[C@@H:8]([N:29]([C:24]2[CH:25]=[CH:26][CH:27]=[CH:28][C:23]=2[O:22][CH3:21])[CH2:30][C:31]2[NH:35][CH:34]=[CH:33][N:32]=2)[C:7]2[CH:11]=[C:12]([N+:15]([O-:17])=[O:16])[CH:13]=[CH:14][C:6]=2[O:5]1, predict the reactants needed to synthesize it. The reactants are: [CH3:1][O:2][CH:3]([O:19][CH3:20])[C@@:4]1([CH3:18])[C@@H:9]2[O:10][C@@H:8]2[C:7]2[CH:11]=[C:12]([N+:15]([O-:17])=[O:16])[CH:13]=[CH:14][C:6]=2[O:5]1.[CH3:21][O:22][C:23]1[CH:28]=[CH:27][CH:26]=[CH:25][C:24]=1[NH:29][CH2:30][C:31]1[NH:32][CH:33]=[CH:34][N:35]=1. (6) Given the product [Br:1][C:2]1[CH:7]=[CH:6][C:5]([NH:8][C:9]([NH:14][CH:11]2[CH2:13][CH2:12]2)=[O:10])=[CH:4][CH:3]=1, predict the reactants needed to synthesize it. The reactants are: [Br:1][C:2]1[CH:7]=[CH:6][C:5]([N:8]=[C:9]=[O:10])=[CH:4][CH:3]=1.[CH:11]1([NH2:14])[CH2:13][CH2:12]1. (7) Given the product [CH3:8][C:5]1[C:4]([NH:9][S:10]([CH3:13])(=[O:12])=[O:11])=[CH:3][C:2]([C:20]2[CH:19]=[C:18]3[C:23](=[CH:22][CH:21]=2)[N:14]=[CH:15][CH:16]=[CH:17]3)=[CH:7][N:6]=1, predict the reactants needed to synthesize it. The reactants are: Br[C:2]1[CH:3]=[C:4]([NH:9][S:10]([CH3:13])(=[O:12])=[O:11])[C:5]([CH3:8])=[N:6][CH:7]=1.[N:14]1[C:23]2[C:18](=[CH:19][C:20](B(O)O)=[CH:21][CH:22]=2)[CH:17]=[CH:16][CH:15]=1.C(=O)([O-])[O-].[K+].[K+].